From a dataset of Catalyst prediction with 721,799 reactions and 888 catalyst types from USPTO. Predict which catalyst facilitates the given reaction. (1) The catalyst class is: 306. Reactant: [Br:1][C:2]1[CH:3]=[CH:4][C:5]([C:8]([OH:10])=O)=[N:6][CH:7]=1.C(Cl)(=O)C(Cl)=O.Cl.[CH3:18][NH:19][CH3:20].C(N(CC)CC)C. Product: [Br:1][C:2]1[CH:3]=[CH:4][C:5]([C:8]([N:19]([CH3:20])[CH3:18])=[O:10])=[N:6][CH:7]=1. (2) Reactant: [C:1]1([CH3:14])[CH:6]=[CH:5][CH:4]=[C:3]([C:7]2[CH2:12][CH2:11][CH2:10][C:9](=[O:13])[CH:8]=2)[CH:2]=1.[C-]#N.[K+].Cl.[CH3:19][N:20](C)C. Product: [O:13]=[C:9]1[CH2:10][CH2:11][CH2:12][C:7]([C:3]2[CH:2]=[C:1]([CH3:14])[CH:6]=[CH:5][CH:4]=2)([C:19]#[N:20])[CH2:8]1. The catalyst class is: 18. (3) Reactant: C(OC(=O)[NH:7][CH2:8][C:9]1[O:13][N:12]=[C:11]([CH2:14][OH:15])[CH:10]=1)(C)(C)C.[CH3:17]CN(C(C)C)C(C)C.CS(Cl)(=O)=O.C[O-].[Na+]. Product: [CH3:17][O:15][CH2:14][C:11]1[CH:10]=[C:9]([CH2:8][NH2:7])[O:13][N:12]=1. The catalyst class is: 12. (4) Reactant: [H-].[Na+].[NH2:3][C:4]1[C:5]2[C:12]([C:13]3[CH:18]=[CH:17][C:16]([O:19][C:20]4[CH:25]=[CH:24][CH:23]=[CH:22][CH:21]=4)=[CH:15][CH:14]=3)=[CH:11][NH:10][C:6]=2[N:7]=[CH:8][N:9]=1.S(O[CH:37]1[CH2:41][CH2:40][O:39][CH2:38]1)(C1C=CC(C)=CC=1)(=O)=O. The catalyst class is: 9. Product: [O:19]([C:16]1[CH:15]=[CH:14][C:13]([C:12]2[C:5]3[C:4]([NH2:3])=[N:9][CH:8]=[N:7][C:6]=3[N:10]([CH:37]3[CH2:41][CH2:40][O:39][CH2:38]3)[CH:11]=2)=[CH:18][CH:17]=1)[C:20]1[CH:25]=[CH:24][CH:23]=[CH:22][CH:21]=1.